From a dataset of Full USPTO retrosynthesis dataset with 1.9M reactions from patents (1976-2016). Predict the reactants needed to synthesize the given product. (1) Given the product [F:13][C:14]1[CH:19]=[CH:18][CH:17]=[C:16]([CH:20]=[O:25])[N:15]=1, predict the reactants needed to synthesize it. The reactants are: [Li+].CCC[CH2-].C(NC(C)C)(C)C.[F:13][C:14]1[CH:19]=[CH:18][CH:17]=[C:16]([CH3:20])[N:15]=1.CN(C=[O:25])C.I([O-])(=O)(=O)=O.[Na+]. (2) Given the product [F:13][C:5]1[CH:4]=[C:3]([CH2:2][NH:15][CH3:14])[CH:8]=[C:7]([C:9]([F:12])([F:11])[F:10])[CH:6]=1, predict the reactants needed to synthesize it. The reactants are: Br[CH2:2][C:3]1[CH:8]=[C:7]([C:9]([F:12])([F:11])[F:10])[CH:6]=[C:5]([F:13])[CH:4]=1.[CH3:14][NH2:15]. (3) Given the product [CH3:11][N:10]([CH3:12])[S:7]([N:3]1[CH:4]=[CH:5][N:6]=[C:2]1[N:13]1[CH2:18][CH2:17][NH:16][CH2:15][CH2:14]1)(=[O:9])=[O:8], predict the reactants needed to synthesize it. The reactants are: Br[C:2]1[N:3]([S:7]([N:10]([CH3:12])[CH3:11])(=[O:9])=[O:8])[CH:4]=[CH:5][N:6]=1.[NH:13]1[CH2:18][CH2:17][NH:16][CH2:15][CH2:14]1. (4) Given the product [F:23][C:22]1[C:16]2[O:15][CH2:14][CH:13]([CH2:12][NH:28][CH2:25][CH:26]=[CH2:27])[O:18][C:17]=2[CH:19]=[C:20]([F:24])[CH:21]=1, predict the reactants needed to synthesize it. The reactants are: CC1C=CC(S(O[CH2:12][CH:13]2[O:18][C:17]3[CH:19]=[C:20]([F:24])[CH:21]=[C:22]([F:23])[C:16]=3[O:15][CH2:14]2)(=O)=O)=CC=1.[CH2:25]([NH2:28])[CH:26]=[CH2:27].